From a dataset of Catalyst prediction with 721,799 reactions and 888 catalyst types from USPTO. Predict which catalyst facilitates the given reaction. (1) Reactant: [CH2:1]([N:8]1[CH2:15][C@:14]2([O:16][CH3:17])[C@@H:10]([CH2:11][NH:12][CH2:13]2)[CH2:9]1)[C:2]1[CH:7]=[CH:6][CH:5]=[CH:4][CH:3]=1.[C:18](O[C:18]([O:20][C:21]([CH3:24])([CH3:23])[CH3:22])=[O:19])([O:20][C:21]([CH3:24])([CH3:23])[CH3:22])=[O:19].C(N(CC)CC)C. Product: [CH2:1]([N:8]1[CH2:15][C@:14]2([O:16][CH3:17])[CH2:13][N:12]([C:18]([O:20][C:21]([CH3:24])([CH3:23])[CH3:22])=[O:19])[CH2:11][C@@H:10]2[CH2:9]1)[C:2]1[CH:3]=[CH:4][CH:5]=[CH:6][CH:7]=1. The catalyst class is: 616. (2) Reactant: [CH3:1][O:2][C:3](=[O:27])[C:4]1[CH:9]=[CH:8][C:7]([C:10]2[N:14]([C:15]3[CH:20]=[CH:19][C:18]([O:21]C)=[CH:17][CH:16]=3)[C:13]3[CH:23]=[CH:24][CH:25]=[CH:26][C:12]=3[N:11]=2)=[CH:6][CH:5]=1.B(Br)(Br)Br.[CH2:32](O)C.C(=O)(O)[O-].[Na+]. Product: [CH2:1]([O:2][C:3](=[O:27])[C:4]1[CH:9]=[CH:8][C:7]([C:10]2[N:14]([C:15]3[CH:20]=[CH:19][C:18]([OH:21])=[CH:17][CH:16]=3)[C:13]3[CH:23]=[CH:24][CH:25]=[CH:26][C:12]=3[N:11]=2)=[CH:6][CH:5]=1)[CH3:32]. The catalyst class is: 2. (3) Reactant: [NH:1]1[C:9]2[C:4](=[CH:5][CH:6]=[CH:7][CH:8]=2)[CH:3]=[C:2]1[C:10]([OH:12])=O.C(Cl)(=O)C([Cl:16])=O. Product: [NH:1]1[C:9]2[C:4](=[CH:5][CH:6]=[CH:7][CH:8]=2)[CH:3]=[C:2]1[C:10]([Cl:16])=[O:12]. The catalyst class is: 120.